Dataset: Forward reaction prediction with 1.9M reactions from USPTO patents (1976-2016). Task: Predict the product of the given reaction. Given the reactants Br[C:2]1[CH:29]=[CH:28][C:5]([CH2:6][N:7]2[C:15]3[C:14]([O:16][CH3:17])=[N:13][C:12]([N:18]4[CH:22]=[C:21]([C:23]([O:25][CH2:26][CH3:27])=[O:24])[CH:20]=[N:19]4)=[N:11][C:10]=3[CH:9]=[N:8]2)=[C:4]([F:30])[CH:3]=1.[C:31]1(B(O)O)[CH:36]=[CH:35][CH:34]=[CH:33][CH:32]=1.P([O-])([O-])([O-])=O.[K+].[K+].[K+].O, predict the reaction product. The product is: [F:30][C:4]1[CH:3]=[C:2]([C:31]2[CH:36]=[CH:35][CH:34]=[CH:33][CH:32]=2)[CH:29]=[CH:28][C:5]=1[CH2:6][N:7]1[C:15]2[C:14]([O:16][CH3:17])=[N:13][C:12]([N:18]3[CH:22]=[C:21]([C:23]([O:25][CH2:26][CH3:27])=[O:24])[CH:20]=[N:19]3)=[N:11][C:10]=2[CH:9]=[N:8]1.